Dataset: Reaction yield outcomes from USPTO patents with 853,638 reactions. Task: Predict the reaction yield, written as a fraction of the theoretical maximum amount of product (1.0 means a 100% yield; for example, 0.34 means a 34% yield). (1) The reactants are [Br:1][C:2]1[CH:11]=[C:10]2[C:5]([CH:6]=[CH:7][CH:8]=[C:9]2[C:12]2[N:13]=[C:14]([NH:17]C(=O)C)[NH:15][CH:16]=2)=[CH:4][CH:3]=1. The catalyst is Cl. The product is [Br:1][C:2]1[CH:11]=[C:10]2[C:5]([CH:6]=[CH:7][CH:8]=[C:9]2[C:12]2[N:13]=[C:14]([NH2:17])[NH:15][CH:16]=2)=[CH:4][CH:3]=1. The yield is 0.610. (2) The reactants are CS(C)=O.C(Cl)(=O)C(Cl)=O.[C:11]([C:15]1[N:20]=[C:19]([CH2:21][OH:22])[CH:18]=[CH:17][CH:16]=1)([CH3:14])([CH3:13])[CH3:12].C(N(CC)CC)C. The catalyst is ClCCl. The product is [C:11]([C:15]1[N:20]=[C:19]([CH:21]=[O:22])[CH:18]=[CH:17][CH:16]=1)([CH3:14])([CH3:12])[CH3:13]. The yield is 0.880. (3) The reactants are [N:1]1[C:6]2[NH:7][C:8]3[C:13]([C:5]=2[C:4](=[O:14])[NH:3][CH:2]=1)=[CH:12][CH:11]=[CH:10][CH:9]=3.[CH3:15][C:16]([O-])([CH3:18])[CH3:17].[K+].CC1[C:23](CBr)=[C:24]([CH:28]=CC=1)[C:25]([O-:27])=[O:26].[CH3:33]N(C=O)C. No catalyst specified. The product is [O:14]=[C:4]1[C:5]2[C:13]3[C:8](=[CH:9][CH:10]=[CH:11][CH:12]=3)[N:7]([CH2:15][C:16]3[CH:18]=[CH:28][C:24]([C:25]([O:27][CH3:33])=[O:26])=[CH:23][CH:17]=3)[C:6]=2[N:1]=[CH:2][NH:3]1. The yield is 0.278. (4) The reactants are C(N(C(C1CC1)C)C(=O)CN1C(=O)[C@]2(C3C(=CC(NC([C:26]4C=N[O:29][C:30]=4[CH3:31])=O)=CC=3)CC2)NC1=O)C1C=CC=CC=1.[C:41]([Cl:46])(=[O:45])[C:42](Cl)=[O:43].[CH2:47](Cl)Cl. No catalyst specified. The product is [CH3:26][C:30]1([CH3:31])[O:43][CH:42]([C:41]([Cl:46])=[O:45])[CH2:47][O:29]1. The yield is 0.890. (5) The reactants are CO[C:3](=[O:15])[CH:4](Br)[C:5]1[CH:10]=[CH:9][C:8]([N+:11]([O-:13])=[O:12])=[CH:7][CH:6]=1.[CH3:16][NH:17][CH2:18][CH2:19][NH:20][CH3:21]. The catalyst is C(O)C. The product is [CH3:16][N:17]1[CH2:18][CH2:19][N:20]([CH3:21])[CH:4]([C:5]2[CH:6]=[CH:7][C:8]([N+:11]([O-:13])=[O:12])=[CH:9][CH:10]=2)[C:3]1=[O:15]. The yield is 0.900. (6) The reactants are O[CH2:2][C:3]1[CH:12]=[N:11][C:10]2[N:9]3[CH2:13][CH2:14][CH2:15][C@H:8]3[C:7](=[O:16])[NH:6][C:5]=2[CH:4]=1.[N:17]1([C:23]2[CH:33]=[CH:32][C:26]([C:27]([O:29][CH2:30][CH3:31])=[O:28])=[CH:25][N:24]=2)[CH2:22][CH2:21][NH:20][CH2:19][CH2:18]1.CCN(C(C)C)C(C)C.[I-].C(C[P+](C)(C)C)#N. The catalyst is C(#N)CC.C([O-])([O-])=O.[K+].[K+].O. The product is [O:16]=[C:7]1[NH:6][C:5]2[CH:4]=[C:3]([CH2:2][N:20]3[CH2:21][CH2:22][N:17]([C:23]4[CH:33]=[CH:32][C:26]([C:27]([O:29][CH2:30][CH3:31])=[O:28])=[CH:25][N:24]=4)[CH2:18][CH2:19]3)[CH:12]=[N:11][C:10]=2[N:9]2[CH2:13][CH2:14][CH2:15][C@@H:8]12. The yield is 0.770. (7) The reactants are [Cl:1][C:2]1[CH:3]=[C:4](B(O)O)[CH:5]=[CH:6][C:7]=1[Cl:8].[CH3:12][C:13]1[N:14]=[CH:15][NH:16][C:17]=1[C:18]([O:20][CH2:21][CH3:22])=[O:19]. The catalyst is C(Cl)Cl.C([O-])(=O)C.[Cu+2].C([O-])(=O)C. The product is [CH2:21]([O:20][C:18]([C:17]1[N:16]([C:4]2[CH:5]=[CH:6][C:7]([Cl:8])=[C:2]([Cl:1])[CH:3]=2)[CH:15]=[N:14][C:13]=1[CH3:12])=[O:19])[CH3:22].[CH2:21]([O:20][C:18]([C:17]1[N:16]=[CH:15][N:14]([C:4]2[CH:5]=[CH:6][C:7]([Cl:8])=[C:2]([Cl:1])[CH:3]=2)[C:13]=1[CH3:12])=[O:19])[CH3:22]. The yield is 0.220. (8) The reactants are [NH2:1][C:2]1[N:7]=[CH:6][C:5]([C:8]2[CH:17]=[CH:16][C:15]3[N:14]=[CH:13][C:12]4[N:18]([CH3:32])[N:19]=[C:20]([C:21]5[CH:26]=[CH:25][C:24]([C:27]([CH3:31])([CH3:30])[C:28]#[N:29])=[CH:23][CH:22]=5)[C:11]=4[C:10]=3[CH:9]=2)=[CH:4][CH:3]=1.[CH3:33][C:34](OC(C)=O)=[O:35]. The catalyst is C(Cl)Cl. The product is [C:28]([C:27]([C:24]1[CH:25]=[CH:26][C:21]([C:20]2[C:11]3[C:10]4[CH:9]=[C:8]([C:5]5[CH:4]=[CH:3][C:2]([NH:1][C:34](=[O:35])[CH3:33])=[N:7][CH:6]=5)[CH:17]=[CH:16][C:15]=4[N:14]=[CH:13][C:12]=3[N:18]([CH3:32])[N:19]=2)=[CH:22][CH:23]=1)([CH3:30])[CH3:31])#[N:29]. The yield is 0.560.